From a dataset of Forward reaction prediction with 1.9M reactions from USPTO patents (1976-2016). Predict the product of the given reaction. (1) Given the reactants [CH2:1]([C:3]1[CH:8]=[CH:7][C:6]([O:9][CH3:10])=[CH:5][C:4]=1[F:11])[CH3:2].C1C(=O)N([Br:19])C(=O)C1.[O-]S([O-])=O.[Na+].[Na+], predict the reaction product. The product is: [Br:19][C:7]1[CH:8]=[C:3]([CH2:1][CH3:2])[C:4]([F:11])=[CH:5][C:6]=1[O:9][CH3:10]. (2) The product is: [CH2:1]([O:3][C@@H:4]([CH2:10][C:11]1[CH:12]=[CH:13][C:14]([OH:17])=[CH:15][CH:16]=1)[C:5]([O:7][CH2:8][CH2:9][CH2:25][CH2:26][CH2:27][CH2:28][CH2:29][CH2:30][CH2:31][CH3:32])=[O:6])[CH3:2].[CH2:1]([O:3][C@H:4]([CH2:10][C:11]1[CH:12]=[CH:13][C:14]([OH:17])=[CH:15][CH:16]=1)[C:5]([O:7][CH2:8][CH3:9])=[O:6])[CH3:2]. Given the reactants [CH2:1]([O:3][CH:4]([CH2:10][C:11]1[CH:16]=[CH:15][C:14]([OH:17])=[CH:13][CH:12]=1)[C:5]([O:7][CH2:8][CH3:9])=[O:6])[CH3:2].C(N(CC)CC)C.[CH2:25](O)[CH2:26][CH2:27][CH2:28][CH2:29][CH2:30][CH2:31][CH2:32]CC, predict the reaction product. (3) Given the reactants C([Li])CCC.[CH2:6]([O:9][CH:10]1[CH2:15][CH2:14][CH2:13][CH2:12][O:11]1)[C:7]#[CH:8].Cl[Si:17]([CH3:25])([CH3:24])[CH2:18][CH2:19][C:20]([F:23])([F:22])[F:21], predict the reaction product. The product is: [CH3:24][Si:17]([CH3:25])([C:8]#[C:7][CH2:6][O:9][CH:10]1[CH2:15][CH2:14][CH2:13][CH2:12][O:11]1)[CH2:18][CH2:19][C:20]([F:23])([F:22])[F:21]. (4) Given the reactants [Br:1][C:2]1[CH:3]=[C:4]([NH:13][C@H:14]2[CH2:19][CH2:18][C@H:17]([NH:20][C:21]([O:23][C:24]([CH3:27])([CH3:26])[CH3:25])=[O:22])[CH2:16][CH2:15]2)[C:5]([CH3:12])=[C:6]([CH:11]=1)[C:7]([O:9][CH3:10])=[O:8].[C:28](=O)([O-])[O-].[Cs+].[Cs+].CI, predict the reaction product. The product is: [Br:1][C:2]1[CH:3]=[C:4]([N:13]([C@H:14]2[CH2:19][CH2:18][C@H:17]([NH:20][C:21]([O:23][C:24]([CH3:27])([CH3:26])[CH3:25])=[O:22])[CH2:16][CH2:15]2)[CH3:28])[C:5]([CH3:12])=[C:6]([CH:11]=1)[C:7]([O:9][CH3:10])=[O:8].